This data is from Human liver microsome stability data. The task is: Regression/Classification. Given a drug SMILES string, predict its absorption, distribution, metabolism, or excretion properties. Task type varies by dataset: regression for continuous measurements (e.g., permeability, clearance, half-life) or binary classification for categorical outcomes (e.g., BBB penetration, CYP inhibition). Dataset: hlm. (1) The molecule is OCC1CCCN(CCCC2CCCc3ccc(OCc4ccc(-c5ccccc5F)cn4)cc32)C1. The result is 1 (stable in human liver microsomes). (2) The drug is CCN1C[C@@H]2C[C@H]1CN2c1cc(F)c(-c2ccnc3c(-c4cccc5[nH]ncc45)c(-c4ccncc4)nn23)c(F)c1. The result is 1 (stable in human liver microsomes). (3) The compound is CC(=O)O[C@H]1C[C@H]2[C@@H]([C@H](OC(C)=O)C[C@@H]3CC4(CC[C@@]32C)OOC(C)(C)OO4)[C@@H]2CC[C@H]([C@H](C)CCC(=O)O)[C@@]12C. The result is 0 (unstable in human liver microsomes). (4) The drug is O=C(c1cc2cc(Cl)ccc2[nH]1)N1C[C@]2(CCN(C3CCNC3)C2)c2ccccc21. The result is 0 (unstable in human liver microsomes). (5) The drug is C[C@@H]1CN(c2ccccc2C(F)(F)F)CCN1S(=O)(=O)c1ccc(Cl)c(Cl)c1. The result is 1 (stable in human liver microsomes). (6) The drug is CC(=O)Nc1ccc(C(=O)N[C@H](c2cn(C3(C#N)CC3)nn2)C2CCCCC2)cc1. The result is 0 (unstable in human liver microsomes).